This data is from Forward reaction prediction with 1.9M reactions from USPTO patents (1976-2016). The task is: Predict the product of the given reaction. (1) Given the reactants [F:1][CH2:2][C:3]1[N:8]=[C:7]([C:9]#[C:10][CH2:11][CH2:12][NH:13][CH3:14])[CH:6]=[CH:5][CH:4]=1.[Cl:15][C:16]1[CH:21]=[CH:20][CH:19]=[CH:18][C:17]=1[S:22](Cl)(=[O:24])=[O:23], predict the reaction product. The product is: [Cl:15][C:16]1[CH:21]=[CH:20][CH:19]=[CH:18][C:17]=1[S:22]([N:13]([CH2:12][CH2:11][C:10]#[C:9][C:7]1[CH:6]=[CH:5][CH:4]=[C:3]([CH2:2][F:1])[N:8]=1)[CH3:14])(=[O:24])=[O:23]. (2) Given the reactants [F:1][C:2]1[CH:12]=[C:11]([CH2:13][CH2:14][CH:15]([OH:31])[C:16]2[S:17][C:18]([C:21]3[CH:26]=[CH:25][C:24]([C:27]([F:30])([F:29])[F:28])=[CH:23][CH:22]=3)=[CH:19][CH:20]=2)[CH:10]=[CH:9][C:3]=1[O:4][CH2:5][C:6]([OH:8])=[O:7].[H-].[Na+].[CH2:34](Br)[C:35]1[CH:40]=[CH:39][CH:38]=[CH:37][CH:36]=1, predict the reaction product. The product is: [CH2:34]([O:31][CH:15]([C:16]1[S:17][C:18]([C:21]2[CH:22]=[CH:23][C:24]([C:27]([F:30])([F:29])[F:28])=[CH:25][CH:26]=2)=[CH:19][CH:20]=1)[CH2:14][CH2:13][C:11]1[CH:10]=[CH:9][C:3]([O:4][CH2:5][C:6]([OH:8])=[O:7])=[C:2]([F:1])[CH:12]=1)[C:35]1[CH:40]=[CH:39][CH:38]=[CH:37][CH:36]=1. (3) Given the reactants [N:1]1([C:7]2[S:8][CH2:9][C:10](=[O:12])[N:11]=2)[CH2:6][CH2:5][O:4][CH2:3][CH2:2]1.[CH:13](=O)[CH2:14][CH2:15][CH2:16][CH2:17][CH2:18][CH2:19][CH2:20][CH2:21][CH3:22].C(N(CC)CC)C, predict the reaction product. The product is: [CH:13](=[C:9]1[S:8][C:7]([N:1]2[CH2:2][CH2:3][O:4][CH2:5][CH2:6]2)=[N:11][C:10]1=[O:12])[CH2:14][CH2:15][CH2:16][CH2:17][CH2:18][CH2:19][CH2:20][CH2:21][CH3:22]. (4) Given the reactants [NH2:1][C:2]1[CH:7]=[C:6]([NH:8][CH2:9][C:10]2[CH:15]=[CH:14][C:13]([F:16])=[CH:12][CH:11]=2)[CH:5]=[CH:4][C:3]=1[N+:17]([O-])=O.[Cl-].[NH4+].C(N(C(C)C)CC)(C)C.Cl[C:32]([O:34][CH2:35][CH3:36])=[O:33], predict the reaction product. The product is: [CH3:36][CH2:35][O:34][C:32]([NH:17][C:3]1[CH:4]=[CH:5][C:6]([NH:8][CH2:9][C:10]2[CH:15]=[CH:14][C:13]([F:16])=[CH:12][CH:11]=2)=[CH:7][C:2]=1[NH2:1])=[O:33]. (5) Given the reactants C(O[CH:4](OCC)[CH:5]1[C:14]2([CH2:19][CH2:18][N:17]([C:20]([O:22][C:23]([CH3:26])([CH3:25])[CH3:24])=[O:21])[CH2:16][CH2:15]2)[O:13][C:12]2[C:7](=[CH:8][CH:9]=[CH:10][CH:11]=2)[C:6]1=O)C.[NH2:31][NH2:32].Cl, predict the reaction product. The product is: [N:17]1([C:20]([O:22][C:23]([CH3:25])([CH3:26])[CH3:24])=[O:21])[CH2:16][CH2:15][C:14]2([C:5]3[CH:4]=[N:32][NH:31][C:6]=3[C:7]3[CH:8]=[CH:9][CH:10]=[CH:11][C:12]=3[O:13]2)[CH2:19][CH2:18]1. (6) Given the reactants F[C:2]1[CH:7]=[CH:6][CH:5]=[CH:4][N:3]=1.[Cl:8][C:9]1[N:14]=[CH:13][C:12]([CH2:15][NH2:16])=[CH:11][CH:10]=1.C(=O)(O)[O-].[Na+], predict the reaction product. The product is: [Cl:8][C:9]1[N:14]=[CH:13][C:12]([CH2:15][NH:16][C:2]2[CH:7]=[CH:6][CH:5]=[CH:4][N:3]=2)=[CH:11][CH:10]=1. (7) Given the reactants [NH2:1][C@H:2]([C:10]([NH:12][C@H:13]([C:19]([NH:21][C@H:22]([C:27]([NH:29][C@H:30]([C:36]([NH:38][C@H:39]([C:47]([NH:49][C@H:50]([C:58]([NH:60][C@H:61]([C:66](N[C@H](C(O)=O)C)=[O:67])[CH2:62][CH:63]([CH3:65])[CH3:64])=[O:59])[CH2:51][C:52]1[CH:57]=[CH:56][CH:55]=[CH:54][CH:53]=1)=[O:48])[CH2:40][C:41]1[CH:46]=[CH:45][CH:44]=[CH:43][CH:42]=1)=[O:37])[CH2:31][CH2:32][CH2:33][CH2:34][NH2:35])=[O:28])[CH2:23][C:24](=[O:26])[NH2:25])=[O:20])[CH2:14][CH2:15][CH2:16][CH2:17][NH2:18])=[O:11])[CH2:3][CH2:4][CH2:5][NH:6][C:7](=[NH:9])[NH2:8].[C:74]([C:77]1[CH:94]=[CH:93][C:80]([C:81]([NH:83][CH2:84][CH2:85][CH2:86][CH2:87][C@H:88]([NH2:92])[C:89](=[O:91])[NH2:90])=[O:82])=[CH:79][CH:78]=1)(=[O:76])[CH3:75].C1N(CCO)CCN(CCS(O)(=O)=O)C1.C(N(CC(O)=O)CC(O)=O)CN(CC(O)=O)CC(O)=O.Cl.[OH-].[Na+], predict the reaction product. The product is: [NH2:1][C@H:2]([C:10]([NH:12][C@H:13]([C:19]([NH:21][C@H:22]([C:27]([NH:29][C@H:30]([C:36]([NH:38][C@H:39]([C:47]([NH:49][C@H:50]([C:58]([NH:60][C@H:61]([C:66]([NH:92][C@@H:88]([CH2:87][CH2:86][CH2:85][CH2:84][NH:83][C:81](=[O:82])[C:80]1[CH:93]=[CH:94][C:77]([C:74](=[O:76])[CH3:75])=[CH:78][CH:79]=1)[C:89]([NH2:90])=[O:91])=[O:67])[CH2:62][CH:63]([CH3:64])[CH3:65])=[O:59])[CH2:51][C:52]1[CH:53]=[CH:54][CH:55]=[CH:56][CH:57]=1)=[O:48])[CH2:40][C:41]1[CH:46]=[CH:45][CH:44]=[CH:43][CH:42]=1)=[O:37])[CH2:31][CH2:32][CH2:33][CH2:34][NH2:35])=[O:28])[CH2:23][C:24](=[O:26])[NH2:25])=[O:20])[CH2:14][CH2:15][CH2:16][CH2:17][NH2:18])=[O:11])[CH2:3][CH2:4][CH2:5][NH:6][C:7](=[NH:8])[NH2:9].